From a dataset of Forward reaction prediction with 1.9M reactions from USPTO patents (1976-2016). Predict the product of the given reaction. (1) Given the reactants [OH:1][C:2]1[CH:7]=[CH:6][C:5]([C@H:8]2[CH2:25][C@@:23]3([CH3:24])[C@@H:19]([CH2:20][CH2:21][C@@H:22]3[O:26][CH:27]3[CH2:32][CH2:31][CH2:30][CH2:29][O:28]3)[C@@:18]3([CH:33]=[CH2:34])[C@H:9]2[C:10]2[CH:11]=[CH:12][C:13]([O:35][CH3:36])=[CH:14][C:15]=2[CH2:16][CH2:17]3)=[CH:4][CH:3]=1.Br[CH2:38][CH2:39][CH2:40][CH2:41][CH2:42][Cl:43], predict the reaction product. The product is: [Cl:43][CH2:42][CH2:41][CH2:40][CH2:39][CH2:38][O:1][C:2]1[CH:7]=[CH:6][C:5]([C@H:8]2[CH2:25][C@@:23]3([CH3:24])[C@@H:19]([CH2:20][CH2:21][C@@H:22]3[O:26][CH:27]3[CH2:32][CH2:31][CH2:30][CH2:29][O:28]3)[C@@:18]3([CH:33]=[CH2:34])[C@H:9]2[C:10]2[CH:11]=[CH:12][C:13]([O:35][CH3:36])=[CH:14][C:15]=2[CH2:16][CH2:17]3)=[CH:4][CH:3]=1. (2) The product is: [Cl:8][C:6]1[CH:5]=[C:4]([S:9][C:10]2[N:14]([C:15]3[CH:20]=[CH:19][CH:18]=[CH:17][CH:16]=3)[N:13]=[C:12]([CH3:21])[C:11]=2[CH2:22][OH:23])[CH:3]=[C:2]([Cl:1])[CH:7]=1. Given the reactants [Cl:1][C:2]1[CH:3]=[C:4]([S:9][C:10]2[N:14]([C:15]3[CH:20]=[CH:19][CH:18]=[CH:17][CH:16]=3)[N:13]=[C:12]([CH3:21])[C:11]=2[CH:22]=[O:23])[CH:5]=[C:6]([Cl:8])[CH:7]=1.[BH4-].[Na+].O, predict the reaction product. (3) Given the reactants [NH2:1][C:2]1[C:3]([C:9]#[N:10])=[N:4][C:5]([Br:8])=[CH:6][N:7]=1.Cl.[NH2:12][OH:13].C(N(CC)CC)C, predict the reaction product. The product is: [NH2:1][C:2]1[C:3]([C:9](=[NH:10])[NH:12][OH:13])=[N:4][C:5]([Br:8])=[CH:6][N:7]=1. (4) Given the reactants CN(C)C=O.[F:6][C:7]1[CH:12]=[CH:11][C:10]([OH:13])=[CH:9][CH:8]=1.[H-].[Na+].[Br:16][C:17]1[CH:18]=[C:19]([N+]([O-])=O)[C:20]([C:23]#[N:24])=[N:21][CH:22]=1, predict the reaction product. The product is: [Br:16][C:17]1[CH:18]=[C:19]([O:13][C:10]2[CH:11]=[CH:12][C:7]([F:6])=[CH:8][CH:9]=2)[C:20]([C:23]#[N:24])=[N:21][CH:22]=1. (5) Given the reactants [C:1]([O-:13])(=[O:12])[CH2:2][C:3]([CH2:8][C:9]([O-:11])=[O:10])([C:5]([O-:7])=[O:6])[OH:4].[CH3:14][N:15]([CH3:45])[C:16]1([C:39]2[CH:44]=[CH:43][CH:42]=[CH:41][CH:40]=2)[CH2:21][CH2:20][CH:19]([CH2:22][CH2:23][NH:24][C:25]([NH:27][CH2:28][CH2:29][C:30]2[C:38]3[C:33](=[CH:34][CH:35]=[CH:36][CH:37]=3)[NH:32][CH:31]=2)=[S:26])[CH2:18][CH2:17]1.C(O)(=O)CC(CC(O)=O)(C(O)=O)O, predict the reaction product. The product is: [C:1]([OH:13])(=[O:12])[CH2:2][C:3]([CH2:8][C:9]([OH:11])=[O:10])([C:5]([OH:7])=[O:6])[OH:4].[CH3:45][N:15]([CH3:14])[C:16]1([C:39]2[CH:40]=[CH:41][CH:42]=[CH:43][CH:44]=2)[CH2:21][CH2:20][CH:19]([CH2:22][CH2:23][NH:24][C:25]([NH:27][CH2:28][CH2:29][C:30]2[C:38]3[C:33](=[CH:34][CH:35]=[CH:36][CH:37]=3)[NH:32][CH:31]=2)=[S:26])[CH2:18][CH2:17]1. (6) Given the reactants Cl.[Cl:2][C:3]1[CH:4]=[C:5]2[C:10](=[C:11]([Cl:13])[CH:12]=1)[CH2:9][N:8]([CH3:14])[CH2:7][CH:6]2[C:15]1[CH:20]=[CH:19][C:18]([NH:21][C:22](=[O:30])[NH:23][CH2:24][C:25]([O:27]CC)=O)=[CH:17][CH:16]=1.Cl, predict the reaction product. The product is: [Cl:2][C:3]1[CH:4]=[C:5]2[C:10](=[C:11]([Cl:13])[CH:12]=1)[CH2:9][N:8]([CH3:14])[CH2:7][CH:6]2[C:15]1[CH:20]=[CH:19][C:18]([N:21]2[C:25](=[O:27])[CH2:24][NH:23][C:22]2=[O:30])=[CH:17][CH:16]=1. (7) Given the reactants [C:1]([C:3]1[CH:53]=[CH:52][C:6]2[N:7](COCC[Si](C)(C)C)[C:8]([C:10]([C:22]3[C:30]([CH2:31][CH3:32])=[CH:29][C:28]([CH3:33])=[C:27]4[C:23]=3[CH:24]=[CH:25][N:26]4S(C3C=CC(C)=CC=3)(=O)=O)([O:15][CH2:16][C:17]([O:19]CC)=[O:18])[C:11]([F:14])([F:13])[F:12])=[N:9][C:5]=2[CH:4]=1)#[N:2].C(C1C=CC2N=C(C(C3C(CC)=CC(C)=C4C=3C=CN4S(C3C=CC(C)=CC=3)(=O)=O)(OCC(OCC)=O)C(F)(F)F)N(COCC[Si](C)(C)C)C=2C=1)#N.Cl.[OH-].[K+], predict the reaction product. The product is: [C:1]([C:3]1[CH:53]=[CH:52][C:6]2[NH:7][C:8]([C:10]([C:22]3[C:30]([CH2:31][CH3:32])=[CH:29][C:28]([CH3:33])=[C:27]4[C:23]=3[CH:24]=[CH:25][NH:26]4)([O:15][CH2:16][C:17]([OH:19])=[O:18])[C:11]([F:12])([F:13])[F:14])=[N:9][C:5]=2[CH:4]=1)#[N:2].